From a dataset of Peptide-MHC class I binding affinity with 185,985 pairs from IEDB/IMGT. Regression. Given a peptide amino acid sequence and an MHC pseudo amino acid sequence, predict their binding affinity value. This is MHC class I binding data. (1) The peptide sequence is FVFTLTVPS. The MHC is HLA-A02:06 with pseudo-sequence HLA-A02:06. The binding affinity (normalized) is 0.735. (2) The peptide sequence is AIIRILQAL. The MHC is HLA-A02:01 with pseudo-sequence HLA-A02:01. The binding affinity (normalized) is 0.396. (3) The peptide sequence is KAFSPEVI. The binding affinity (normalized) is 0. The MHC is HLA-B40:02 with pseudo-sequence HLA-B40:02. (4) The peptide sequence is SCDDVVFGI. The MHC is HLA-A02:02 with pseudo-sequence HLA-A02:02. The binding affinity (normalized) is 0.291. (5) The peptide sequence is YTRKYPNL. The MHC is H-2-Db with pseudo-sequence H-2-Db. The binding affinity (normalized) is 0. (6) The peptide sequence is KTSTLIFFV. The MHC is HLA-A68:02 with pseudo-sequence HLA-A68:02. The binding affinity (normalized) is 0.644. (7) The peptide sequence is ELEALKTEL. The MHC is HLA-A02:02 with pseudo-sequence HLA-A02:02. The binding affinity (normalized) is 0.219.